Task: Predict the product of the given reaction.. Dataset: Forward reaction prediction with 1.9M reactions from USPTO patents (1976-2016) (1) Given the reactants [NH2:1][C:2]1[CH:3]=[CH:4][C:5]([CH3:21])=[C:6]([NH:8][C:9]2[N:14]=[C:13]([C:15]3[CH:16]=[N:17][CH:18]=[CH:19][CH:20]=3)[CH:12]=[CH:11][N:10]=2)[CH:7]=1.[CH3:22][N:23]1[CH2:28][CH2:27][N:26]([CH2:29][C:30]2[CH:38]=[CH:37][C:33]([C:34](Cl)=[O:35])=[CH:32][CH:31]=2)[CH2:25][CH2:24]1.[OH-].[K+], predict the reaction product. The product is: [CH3:21][C:5]1[CH:4]=[CH:3][C:2]([NH:1][C:34]([C:33]2[CH:37]=[CH:38][C:30]([CH2:29][N:26]3[CH2:25][CH2:24][N:23]([CH3:22])[CH2:28][CH2:27]3)=[CH:31][CH:32]=2)=[O:35])=[CH:7][C:6]=1[NH:8][C:9]1[N:10]=[CH:11][CH:12]=[C:13]([C:15]2[CH:20]=[CH:19][CH:18]=[N:17][CH:16]=2)[N:14]=1. (2) Given the reactants Br[C:2]1[CH:26]=[CH:25][C:5]2[C:6]3[N:10]([CH2:11][CH2:12][O:13][C:4]=2[CH:3]=1)[CH:9]=[C:8]([C:14]1[N:15]([CH:22]([CH3:24])[CH3:23])[N:16]=[C:17]([CH2:19][O:20][CH3:21])[N:18]=1)[N:7]=3.[CH3:27][C:28]([OH:45])([CH3:44])[CH2:29][N:30]1[CH:34]=[C:33](B2OC(C)(C)C(C)(C)O2)[CH:32]=[N:31]1.C(Cl)Cl.C(=O)([O-])[O-].[Cs+].[Cs+], predict the reaction product. The product is: [CH:22]([N:15]1[C:14]([C:8]2[N:7]=[C:6]3[C:5]4[CH:25]=[CH:26][C:2]([C:33]5[CH:32]=[N:31][N:30]([CH2:29][C:28]([CH3:44])([OH:45])[CH3:27])[CH:34]=5)=[CH:3][C:4]=4[O:13][CH2:12][CH2:11][N:10]3[CH:9]=2)=[N:18][C:17]([CH2:19][O:20][CH3:21])=[N:16]1)([CH3:24])[CH3:23].